Dataset: Full USPTO retrosynthesis dataset with 1.9M reactions from patents (1976-2016). Task: Predict the reactants needed to synthesize the given product. (1) The reactants are: [OH:1][C@@H:2]1[CH2:6][CH2:5][N:4]([C:7]([CH:9]2[CH2:14][CH2:13][O:12][CH2:11][CH2:10]2)=[O:8])[CH2:3]1.CCN(CC)CC.[CH3:22][S:23](Cl)(=[O:25])=[O:24].O. Given the product [CH3:22][S:23]([O:1][C@@H:2]1[CH2:6][CH2:5][N:4]([C:7]([CH:9]2[CH2:14][CH2:13][O:12][CH2:11][CH2:10]2)=[O:8])[CH2:3]1)(=[O:25])=[O:24], predict the reactants needed to synthesize it. (2) Given the product [Cl:8][C:4]1[CH:3]=[C:2]([C:23]2([OH:26])[CH2:22][CH2:21][N:20]([CH2:19][C:18]3[CH:27]=[CH:28][CH:29]=[C:16]([O:15][CH3:14])[CH:17]=3)[CH2:25][CH2:24]2)[CH:7]=[CH:6][CH:5]=1, predict the reactants needed to synthesize it. The reactants are: Br[C:2]1[CH:7]=[CH:6][CH:5]=[C:4]([Cl:8])[CH:3]=1.C([Li])(C)(C)C.[CH3:14][O:15][C:16]1[CH:17]=[C:18]([CH:27]=[CH:28][CH:29]=1)[CH2:19][N:20]1[CH2:25][CH2:24][C:23](=[O:26])[CH2:22][CH2:21]1. (3) Given the product [CH:1]([NH:13][CH:14]([CH2:23][CH3:24])[C:15]([C:17]1[CH:18]=[N:19][CH:20]=[CH:21][CH:22]=1)=[O:16])=[O:3], predict the reactants needed to synthesize it. The reactants are: [C:1](OC(=O)C)(=[O:3])C.C(O)=O.Cl.Cl.[NH2:13][CH:14]([CH2:23][CH3:24])[C:15]([C:17]1[CH:18]=[N:19][CH:20]=[CH:21][CH:22]=1)=[O:16].C(=O)([O-])O.[Na+]. (4) Given the product [Cl:35][C:32]1[CH:33]=[C:34]2[NH:6][C:7](=[O:36])[C:8]3([CH:13]([C:14]4[CH:19]=[CH:18][CH:17]=[C:16]([Cl:20])[CH:15]=4)[CH2:12][C:11](=[O:21])[NH:10][CH:9]3[C:22]3[CH:27]=[CH:26][CH:25]=[C:24]([CH3:28])[CH:23]=3)[C:29]2=[CH:30][CH:31]=1, predict the reactants needed to synthesize it. The reactants are: C(OC([N:6]1[C:34]2[C:29](=[CH:30][CH:31]=[C:32]([Cl:35])[CH:33]=2)[C:8]2([CH:13]([C:14]3[CH:19]=[CH:18][CH:17]=[C:16]([Cl:20])[CH:15]=3)[CH2:12][C:11](=[O:21])[NH:10][CH:9]2[C:22]2[CH:27]=[CH:26][CH:25]=[C:24]([CH3:28])[CH:23]=2)[C:7]1=[O:36])=O)C.[OH-].[Na+]. (5) Given the product [ClH:18].[CH3:1][N:2]([CH3:17])[CH2:3][C@@H:4]1[CH2:9][CH2:8][CH2:7][CH2:6][NH:5]1, predict the reactants needed to synthesize it. The reactants are: [CH3:1][N:2]([CH3:17])[CH2:3][C@@H:4]1[CH2:9][CH2:8][CH2:7][CH2:6][N:5]1CC1C=CC=CC=1.[ClH:18]. (6) Given the product [CH2:1]([C:3]1[C:7]2[CH:8]=[CH:9][CH:10]=[CH:11][C:6]=2[O:5][C:4]=1[CH2:12][N:13]([CH3:14])[C:28](=[O:30])/[CH:27]=[CH:26]/[C:23]1[CH:24]=[N:25][C:18]2[NH:17][C:16](=[O:15])[CH2:21][O:20][C:19]=2[CH:22]=1)[CH3:2], predict the reactants needed to synthesize it. The reactants are: [CH2:1]([C:3]1[C:7]2[CH:8]=[CH:9][CH:10]=[CH:11][C:6]=2[O:5][C:4]=1[CH2:12][NH:13][CH3:14])[CH3:2].[O:15]=[C:16]1[CH2:21][O:20][C:19]2[CH:22]=[C:23](/[CH:26]=[CH:27]/[C:28]([OH:30])=O)[CH:24]=[N:25][C:18]=2[NH:17]1.ON1C2C=CC=CC=2N=N1.C(N(C(C)C)CC)(C)C.CN(C)CCCN=C=NCC. (7) The reactants are: [CH3:1][C:2]1[C:7]([C:8]2[CH:13]=[CH:12][N:11]=[C:10]([NH:14][C:15]3[CH:20]=[CH:19][N:18]=[CH:17][CH:16]=3)[N:9]=2)=[CH:6][N:5]=[C:4]([NH2:21])[N:3]=1.[CH2:22]([O:29]CC(N(OC)C)=O)[C:23]1[CH:28]=[CH:27][CH:26]=[CH:25][CH:24]=1.NC1C=CN=CC=1.[Li+].C[Si]([N-][Si](C)(C)C)(C)C.C(OCC1C(C2C=CN=C(S(C)=O)N=2)=CN=C(N)N=1)C1C=CC=CC=1. Given the product [CH2:22]([O:29][CH2:1][C:2]1[C:7]([C:8]2[CH:13]=[CH:12][N:11]=[C:10]([NH:14][C:15]3[CH:20]=[CH:19][N:18]=[CH:17][CH:16]=3)[N:9]=2)=[CH:6][N:5]=[C:4]([NH2:21])[N:3]=1)[C:23]1[CH:28]=[CH:27][CH:26]=[CH:25][CH:24]=1, predict the reactants needed to synthesize it. (8) The reactants are: [C:1]([OH:8])(=[O:7])/[CH:2]=[CH:3]/[C:4]([OH:6])=[O:5].[CH3:9][N:10]([CH2:12][C:13]1[C:21]2[O:20][N:19]=[C:18]([CH2:22][CH2:23][CH:24]3[CH2:29][CH2:28][N:27]([CH2:30][C:31]4[CH:36]=[CH:35][CH:34]=[CH:33][CH:32]=4)[CH2:26][CH2:25]3)[C:17]=2[CH:16]=[CH:15][C:14]=1[CH2:37][CH:38]=[C:39]([CH3:41])[CH3:40])[CH3:11]. Given the product [C:1]([OH:8])(=[O:7])/[CH:2]=[CH:3]/[C:4]([OH:6])=[O:5].[CH3:9][N:10]([CH2:12][C:13]1[C:21]2[O:20][N:19]=[C:18]([CH2:22][CH2:23][CH:24]3[CH2:25][CH2:26][N:27]([CH2:30][C:31]4[CH:36]=[CH:35][CH:34]=[CH:33][CH:32]=4)[CH2:28][CH2:29]3)[C:17]=2[CH:16]=[CH:15][C:14]=1[CH2:37][CH:38]=[C:39]([CH3:41])[CH3:40])[CH3:11], predict the reactants needed to synthesize it.